This data is from Forward reaction prediction with 1.9M reactions from USPTO patents (1976-2016). The task is: Predict the product of the given reaction. (1) Given the reactants [N:1]1[CH:6]=[CH:5][N:4]=[CH:3][C:2]=1[NH2:7].[C:8]([N:13]=[C:14]=[S:15])(=[O:12])[O:9][CH2:10][CH3:11], predict the reaction product. The product is: [N:1]1[CH:6]=[CH:5][N:4]=[CH:3][C:2]=1[NH:7][C:14]([NH:13][C:8](=[O:12])[O:9][CH2:10][CH3:11])=[S:15]. (2) Given the reactants Cl.C(O)C.C(OC(=O)[N:11]([C:16]1[CH:21]=[CH:20][C:19]([C:22](=[O:37])[NH:23][CH2:24][C:25]2[S:26][C:27]([CH2:30][C:31]3[CH:36]=[CH:35][CH:34]=[CH:33][CH:32]=3)=[CH:28][CH:29]=2)=[CH:18][N:17]=1)[CH2:12][C:13](=[O:15])[NH2:14])(C)(C)C.C(=O)(O)[O-].[Na+], predict the reaction product. The product is: [CH2:30]([C:27]1[S:26][C:25]([CH2:24][NH:23][C:22](=[O:37])[C:19]2[CH:20]=[CH:21][C:16]([NH:11][CH2:12][C:13](=[O:15])[NH2:14])=[N:17][CH:18]=2)=[CH:29][CH:28]=1)[C:31]1[CH:36]=[CH:35][CH:34]=[CH:33][CH:32]=1. (3) Given the reactants [CH2:1]=O.[CH3:3][NH:4][C:5]([C:7]1[CH:8]=[CH:9][C:10]2[CH:14]=[C:13]([C:15]3[C:20]([CH3:21])=[CH:19][N:18]=[C:17]([NH:22][CH2:23][CH2:24][CH:25]4[CH2:30][CH2:29][NH:28][CH2:27][CH2:26]4)[N:16]=3)[S:12][C:11]=2[CH:31]=1)=[O:6].[BH4-].[Na+], predict the reaction product. The product is: [CH3:3][NH:4][C:5]([C:7]1[CH:8]=[CH:9][C:10]2[CH:14]=[C:13]([C:15]3[C:20]([CH3:21])=[CH:19][N:18]=[C:17]([NH:22][CH2:23][CH2:24][CH:25]4[CH2:26][CH2:27][N:28]([CH3:1])[CH2:29][CH2:30]4)[N:16]=3)[S:12][C:11]=2[CH:31]=1)=[O:6]. (4) Given the reactants [NH2:1][CH2:2][CH:3]([C:9]1([CH3:14])[O:13][CH2:12][CH2:11][O:10]1)[C:4]([O:6][CH2:7][CH3:8])=[O:5].[N+:15]([C:18]1[CH:19]=[C:20]2[C:25](=O)[O:24][C:22](=[O:23])[C:21]2=[CH:27][CH:28]=1)([O-:17])=[O:16], predict the reaction product. The product is: [N+:15]([C:18]1[CH:19]=[C:20]2[C:21](=[CH:27][CH:28]=1)[C:22](=[O:23])[N:1]([CH2:2][CH:3]([C:9]1([CH3:14])[O:10][CH2:11][CH2:12][O:13]1)[C:4]([O:6][CH2:7][CH3:8])=[O:5])[C:25]2=[O:24])([O-:17])=[O:16].